This data is from Forward reaction prediction with 1.9M reactions from USPTO patents (1976-2016). The task is: Predict the product of the given reaction. Given the reactants [H-].[Na+].[Br:3][C:4]1[CH:9]=[CH:8][CH:7]=[CH:6][C:5]=1[OH:10].[I-].[Na+].Br[CH2:14][CH2:15][CH2:16][Br:17].[OH2:18], predict the reaction product. The product is: [Br:3][C:4]1[CH:9]=[CH:8][CH:7]=[CH:6][C:5]=1[O:10][CH2:6][CH2:7][CH2:8][O:18][C:5]1[CH:4]=[CH:9][CH:14]=[CH:15][C:16]=1[Br:17].